From a dataset of TCR-epitope binding with 47,182 pairs between 192 epitopes and 23,139 TCRs. Binary Classification. Given a T-cell receptor sequence (or CDR3 region) and an epitope sequence, predict whether binding occurs between them. (1) The epitope is KRWIILGLNK. The TCR CDR3 sequence is CASSPHGGGNTEAFF. Result: 0 (the TCR does not bind to the epitope). (2) The epitope is FLPRVFSAV. The TCR CDR3 sequence is CASSERGYEQYF. Result: 1 (the TCR binds to the epitope). (3) The epitope is YIFFASFYY. The TCR CDR3 sequence is CASSLKLLGRNQPQHF. Result: 1 (the TCR binds to the epitope). (4) The epitope is FLPRVFSAV. The TCR CDR3 sequence is CASLTPTGELFF. Result: 1 (the TCR binds to the epitope). (5) The epitope is NLNESLIDL. The TCR CDR3 sequence is CSVEVGVPGELFF. Result: 1 (the TCR binds to the epitope). (6) The epitope is LLFNKVTLA. The TCR CDR3 sequence is CASSWTGDDNEQFF. Result: 0 (the TCR does not bind to the epitope). (7) The epitope is YLKLTDNVYIK. The TCR CDR3 sequence is CASTPGARETQYF. Result: 0 (the TCR does not bind to the epitope). (8) The epitope is SFHSLHLLF. The TCR CDR3 sequence is CASSTGGAWNEQFF. Result: 0 (the TCR does not bind to the epitope). (9) The TCR CDR3 sequence is CAISWDRVGYEQYF. Result: 1 (the TCR binds to the epitope). The epitope is KPLEFGATSAAL. (10) The epitope is SLYNTVATL. The TCR CDR3 sequence is CASSPTGQGAHGYTF. Result: 0 (the TCR does not bind to the epitope).